Predict the product of the given reaction. From a dataset of Forward reaction prediction with 1.9M reactions from USPTO patents (1976-2016). (1) Given the reactants Cl[CH2:2][CH2:3][CH2:4][C:5]1[C:13]2[C:8](=[CH:9][CH:10]=[CH:11][CH:12]=2)[NH:7][N:6]=1.[C-:14]#[N:15].[Na+], predict the reaction product. The product is: [C:14]([CH2:2][CH2:3][CH2:4][C:5]1[C:13]2[C:8](=[CH:9][CH:10]=[CH:11][CH:12]=2)[NH:7][N:6]=1)#[N:15]. (2) The product is: [NH2:7][C@H:8]([C:12]1[CH:17]=[CH:16][CH:15]=[CH:14][C:13]=1[O:18][CH3:19])[CH2:9][OH:10]. Given the reactants [H-].[Al+3].[Li+].[H-].[H-].[H-].[NH2:7][C@H:8]([C:12]1[CH:17]=[CH:16][CH:15]=[CH:14][C:13]=1[O:18][CH3:19])[C:9](O)=[O:10].O.C([O-])([O-])=O.[K+].[K+], predict the reaction product. (3) Given the reactants [CH:1]#[C:2][CH3:3].[Cl:4][C:5]1[CH:10]=[CH:9][C:8]([C@@H:11]2[N:17]([C@@H:18]([C:20]3[CH:25]=[CH:24][C:23]([Cl:26])=[CH:22][CH:21]=3)[CH3:19])[C:16](=[O:27])[C:15]3[CH:28]=[C:29](I)[CH:30]=[CH:31][C:14]=3[NH:13][C:12]2=[O:33])=[CH:7][CH:6]=1.C(N(CC)CC)C, predict the reaction product. The product is: [Cl:4][C:5]1[CH:10]=[CH:9][C:8]([C@@H:11]2[N:17]([C@@H:18]([C:20]3[CH:25]=[CH:24][C:23]([Cl:26])=[CH:22][CH:21]=3)[CH3:19])[C:16](=[O:27])[C:15]3[CH:28]=[C:29]([C:1]#[C:2][CH3:3])[CH:30]=[CH:31][C:14]=3[NH:13][C:12]2=[O:33])=[CH:7][CH:6]=1. (4) Given the reactants Br[C:2]1[S:3][C:4]2[CH:10]=[C:9]([CH2:11][N:12]3[C:16]4[CH:17]=[C:18]([O:23][CH3:24])[C:19]([O:21][CH3:22])=[CH:20][C:15]=4[N:14]=[CH:13]3)[CH:8]=[CH:7][C:5]=2[N:6]=1.[CH:25]1([C@@H:31]([NH2:33])[CH3:32])[CH2:30][CH2:29][CH2:28][CH2:27][CH2:26]1.CCN(C(C)C)C(C)C, predict the reaction product. The product is: [CH:25]1([C@@H:31]([NH:33][C:2]2[S:3][C:4]3[CH:10]=[C:9]([CH2:11][N:12]4[C:16]5[CH:17]=[C:18]([O:23][CH3:24])[C:19]([O:21][CH3:22])=[CH:20][C:15]=5[N:14]=[CH:13]4)[CH:8]=[CH:7][C:5]=3[N:6]=2)[CH3:32])[CH2:30][CH2:29][CH2:28][CH2:27][CH2:26]1. (5) Given the reactants [C:1]1([CH2:7][C:8]([OH:10])=[O:9])[CH:6]=[CH:5][CH:4]=[CH:3][CH:2]=1.Cl(O)(=O)(=O)=O, predict the reaction product. The product is: [C:1]1([CH2:7][C:8]([O:10][C:1]([CH3:7])([CH3:6])[CH3:2])=[O:9])[CH:6]=[CH:5][CH:4]=[CH:3][CH:2]=1. (6) Given the reactants C1N=CN(C(N2C=NC=C2)=O)C=1.[CH:13]1([C:18]([OH:20])=O)[CH2:17][CH2:16][CH2:15][CH2:14]1.Cl.[NH2:22][CH:23]([CH2:29][SH:30])[C:24]([O:26][CH2:27][CH3:28])=[O:25].C(N(CC)CC)C, predict the reaction product. The product is: [CH:13]1([C:18]([NH:22][CH:23]([CH2:29][SH:30])[C:24]([O:26][CH2:27][CH3:28])=[O:25])=[O:20])[CH2:14][CH2:15][CH2:16][CH2:17]1.